From a dataset of Reaction yield outcomes from USPTO patents with 853,638 reactions. Predict the reaction yield, written as a fraction of the theoretical maximum amount of product (1.0 means a 100% yield; for example, 0.34 means a 34% yield). (1) The reactants are N(C(C)C)C(C)C.[Li]CCCC.[Br:13][C:14]1[CH:19]=[CH:18][C:17]([F:20])=[C:16]([F:21])[C:15]=1[F:22].[C:23](=[O:25])=[O:24]. The catalyst is C1COCC1. The product is [Br:13][C:14]1[C:15]([F:22])=[C:16]([F:21])[C:17]([F:20])=[C:18]([CH:19]=1)[C:23]([OH:25])=[O:24]. The yield is 0.880. (2) No catalyst specified. The reactants are FC(F)(F)C(O)=O.[Cl:8][C:9]1[CH:14]=[C:13]2[NH:15][C:16](=[O:38])[C:17]3([CH:21]([C:22]4[CH:27]=[CH:26][CH:25]=[C:24]([Cl:28])[C:23]=4[F:29])[CH:20]([C:30](O)=[O:31])[NH:19][CH:18]3[CH2:33][C:34]([CH3:37])([CH3:36])[CH3:35])[C:12]2=[CH:11][CH:10]=1.C(N(C(C)C)CC)(C)C.C1(P(Cl)(C2C=CC=CC=2)=O)C=CC=CC=1.[C:63]([O:67][C:68]([C:70]1[N:71]([CH3:76])[C:72]([NH2:75])=[CH:73][CH:74]=1)=[O:69])([CH3:66])([CH3:65])[CH3:64]. The yield is 0.360. The product is [C:63]([O:67][C:68]([C:70]1[N:71]([CH3:76])[C:72]([NH:75][C:30]([C@@H:20]2[NH:19][C@@H:18]([CH2:33][C:34]([CH3:37])([CH3:36])[CH3:35])[C@:17]3([C:12]4[C:13](=[CH:14][C:9]([Cl:8])=[CH:10][CH:11]=4)[NH:15][C:16]3=[O:38])[C@H:21]2[C:22]2[CH:27]=[CH:26][CH:25]=[C:24]([Cl:28])[C:23]=2[F:29])=[O:31])=[CH:73][CH:74]=1)=[O:69])([CH3:66])([CH3:65])[CH3:64]. (3) The reactants are [NH2:1][CH2:2][C:3]1[C:4]([CH2:20][CH:21]([CH3:23])[CH3:22])=[N:5][C:6]([CH3:19])=[C:7]([C:11]=1[C:12]1[CH:17]=[CH:16][C:15]([CH3:18])=[CH:14][CH:13]=1)[C:8]([OH:10])=[O:9].[C:24]([OH:31])(=[O:30])/[CH:25]=[CH:26]/[C:27]([OH:29])=[O:28]. The catalyst is O. The product is [C:24]([OH:31])(=[O:30])/[CH:25]=[CH:26]/[C:27]([OH:29])=[O:28].[NH2:1][CH2:2][C:3]1[C:4]([CH2:20][CH:21]([CH3:23])[CH3:22])=[N:5][C:6]([CH3:19])=[C:7]([C:11]=1[C:12]1[CH:17]=[CH:16][C:15]([CH3:18])=[CH:14][CH:13]=1)[C:8]([OH:10])=[O:9].[NH2:1][CH2:2][C:3]1[C:4]([CH2:20][CH:21]([CH3:23])[CH3:22])=[N:5][C:6]([CH3:19])=[C:7]([C:11]=1[C:12]1[CH:17]=[CH:16][C:15]([CH3:18])=[CH:14][CH:13]=1)[C:8]([OH:10])=[O:9]. The yield is 0.760. (4) The reactants are C[O:2][C:3](=[O:35])[CH:4]([NH:12][C:13]([C:15]1[CH:20]=[CH:19][C:18]([C:21]2[CH:26]=[CH:25][C:24]([O:27][CH2:28][C:29]3[CH:34]=[CH:33][CH:32]=[CH:31][CH:30]=3)=[CH:23][CH:22]=2)=[CH:17][CH:16]=1)=[O:14])[CH2:5][C:6]1[CH:11]=[CH:10][CH:9]=[CH:8][CH:7]=1.[OH-].[Li+].Cl. The catalyst is C(O)C.O.O1CCCC1. The product is [CH2:28]([O:27][C:24]1[CH:23]=[CH:22][C:21]([C:18]2[CH:19]=[CH:20][C:15]([C:13]([NH:12][CH:4]([CH2:5][C:6]3[CH:7]=[CH:8][CH:9]=[CH:10][CH:11]=3)[C:3]([OH:35])=[O:2])=[O:14])=[CH:16][CH:17]=2)=[CH:26][CH:25]=1)[C:29]1[CH:30]=[CH:31][CH:32]=[CH:33][CH:34]=1. The yield is 0.810. (5) The reactants are Br[C:2]1[CH:14]=[CH:13][C:5]2[NH:6][C:7](=[O:12])[O:8][C:9]([CH3:11])([CH3:10])[C:4]=2[CH:3]=1.[C:15]([O:19][C:20]([N:22]1[CH:26]=[CH:25][CH:24]=[C:23]1B(O)O)=[O:21])([CH3:18])([CH3:17])[CH3:16].C(=O)([O-])[O-].[K+].[K+].C(=O)(O)[O-].[Na+]. The catalyst is C1(C)C=CC=CC=1.C(O)C.O.C1C=CC([P]([Pd]([P](C2C=CC=CC=2)(C2C=CC=CC=2)C2C=CC=CC=2)([P](C2C=CC=CC=2)(C2C=CC=CC=2)C2C=CC=CC=2)[P](C2C=CC=CC=2)(C2C=CC=CC=2)C2C=CC=CC=2)(C2C=CC=CC=2)C2C=CC=CC=2)=CC=1. The product is [C:15]([O:19][C:20]([N:22]1[CH:26]=[CH:25][CH:24]=[C:23]1[C:2]1[CH:14]=[CH:13][C:5]2[NH:6][C:7](=[O:12])[O:8][C:9]([CH3:11])([CH3:10])[C:4]=2[CH:3]=1)=[O:21])([CH3:18])([CH3:16])[CH3:17]. The yield is 0.580. (6) The reactants are [CH2:1]([O:4][C:5]([C:7]1[CH:12]=[CH:11][C:10]([C:13]2[C:21]3[C:16](=[CH:17][CH:18]=[CH:19][CH:20]=3)[N:15]([C:22]3[CH:30]=[CH:29][C:25]([C:26]([OH:28])=[O:27])=[CH:24][CH:23]=3)[N:14]=2)=[CH:9][CH:8]=1)=[O:6])[CH:2]=[CH2:3].O[N:32]1[C:36](=[O:37])[CH2:35][CH2:34][C:33]1=[O:38].C(N=C=NC(C)C)(C)C. The catalyst is O1CCOCC1. The product is [O:38]=[C:33]1[CH2:34][CH2:35][C:36](=[O:37])[N:32]1[O:27][C:26](=[O:28])[C:25]1[CH:24]=[CH:23][C:22]([N:15]2[C:16]3[C:21](=[CH:20][CH:19]=[CH:18][CH:17]=3)[C:13]([C:10]3[CH:9]=[CH:8][C:7]([C:5]([O:4][CH2:1][CH:2]=[CH2:3])=[O:6])=[CH:12][CH:11]=3)=[N:14]2)=[CH:30][CH:29]=1. The yield is 0.830.